This data is from NCI-60 drug combinations with 297,098 pairs across 59 cell lines. The task is: Regression. Given two drug SMILES strings and cell line genomic features, predict the synergy score measuring deviation from expected non-interaction effect. (1) Cell line: K-562. Drug 1: CC12CCC(CC1=CCC3C2CCC4(C3CC=C4C5=CN=CC=C5)C)O. Synergy scores: CSS=30.0, Synergy_ZIP=-0.849, Synergy_Bliss=8.26, Synergy_Loewe=6.97, Synergy_HSA=7.07. Drug 2: CS(=O)(=O)CCNCC1=CC=C(O1)C2=CC3=C(C=C2)N=CN=C3NC4=CC(=C(C=C4)OCC5=CC(=CC=C5)F)Cl. (2) Drug 1: CC(CN1CC(=O)NC(=O)C1)N2CC(=O)NC(=O)C2. Drug 2: C1=CC(=CC=C1C#N)C(C2=CC=C(C=C2)C#N)N3C=NC=N3. Cell line: IGROV1. Synergy scores: CSS=16.8, Synergy_ZIP=-7.09, Synergy_Bliss=-4.97, Synergy_Loewe=-2.72, Synergy_HSA=-2.48. (3) Drug 1: C1CCC(CC1)NC(=O)N(CCCl)N=O. Drug 2: CN1C(=O)N2C=NC(=C2N=N1)C(=O)N. Cell line: MDA-MB-231. Synergy scores: CSS=13.0, Synergy_ZIP=-7.45, Synergy_Bliss=-3.65, Synergy_Loewe=-9.89, Synergy_HSA=-2.71. (4) Drug 1: CC(C)CN1C=NC2=C1C3=CC=CC=C3N=C2N. Drug 2: N.N.Cl[Pt+2]Cl. Cell line: SK-OV-3. Synergy scores: CSS=6.36, Synergy_ZIP=-1.75, Synergy_Bliss=3.26, Synergy_Loewe=-5.13, Synergy_HSA=-4.93. (5) Synergy scores: CSS=12.9, Synergy_ZIP=0.560, Synergy_Bliss=2.17, Synergy_Loewe=-8.24, Synergy_HSA=0.993. Drug 1: CN1C(=O)N2C=NC(=C2N=N1)C(=O)N. Cell line: HCT116. Drug 2: C1C(C(OC1N2C=NC(=NC2=O)N)CO)O. (6) Drug 1: CCCCCOC(=O)NC1=NC(=O)N(C=C1F)C2C(C(C(O2)C)O)O. Drug 2: CC1=C2C(C(=O)C3(C(CC4C(C3C(C(C2(C)C)(CC1OC(=O)C(C(C5=CC=CC=C5)NC(=O)OC(C)(C)C)O)O)OC(=O)C6=CC=CC=C6)(CO4)OC(=O)C)O)C)O. Cell line: SK-OV-3. Synergy scores: CSS=3.96, Synergy_ZIP=-1.04, Synergy_Bliss=-1.67, Synergy_Loewe=-0.904, Synergy_HSA=-1.12. (7) Drug 1: C1=NC2=C(N1)C(=S)N=C(N2)N. Drug 2: CN(CCCl)CCCl.Cl. Cell line: HCC-2998. Synergy scores: CSS=21.8, Synergy_ZIP=-7.47, Synergy_Bliss=-5.04, Synergy_Loewe=-11.6, Synergy_HSA=-5.03. (8) Drug 1: CC(C1=C(C=CC(=C1Cl)F)Cl)OC2=C(N=CC(=C2)C3=CN(N=C3)C4CCNCC4)N. Drug 2: C1CCC(C1)C(CC#N)N2C=C(C=N2)C3=C4C=CNC4=NC=N3. Cell line: MALME-3M. Synergy scores: CSS=6.27, Synergy_ZIP=-0.829, Synergy_Bliss=3.54, Synergy_Loewe=0.125, Synergy_HSA=1.50. (9) Cell line: OVCAR-4. Synergy scores: CSS=6.52, Synergy_ZIP=-3.90, Synergy_Bliss=-4.09, Synergy_Loewe=-36.6, Synergy_HSA=-6.44. Drug 1: CCC1=CC2CC(C3=C(CN(C2)C1)C4=CC=CC=C4N3)(C5=C(C=C6C(=C5)C78CCN9C7C(C=CC9)(C(C(C8N6C)(C(=O)OC)O)OC(=O)C)CC)OC)C(=O)OC.C(C(C(=O)O)O)(C(=O)O)O. Drug 2: CN1C2=C(C=C(C=C2)N(CCCl)CCCl)N=C1CCCC(=O)O.Cl.